Dataset: Reaction yield outcomes from USPTO patents with 853,638 reactions. Task: Predict the reaction yield, written as a fraction of the theoretical maximum amount of product (1.0 means a 100% yield; for example, 0.34 means a 34% yield). (1) The reactants are I(O)(=O)(=O)=[O:2].[CH:6]([C:8]1[O:9][C:10]2[CH:16]=[C:15]([C:17]([O:19][CH2:20][CH3:21])=[O:18])[CH:14]=[C:13]([O:22][C:23]3[CH:28]=[CH:27][C:26]([S:29]([CH3:32])(=[O:31])=[O:30])=[CH:25][CH:24]=3)[C:11]=2[CH:12]=1)=[O:7]. The catalyst is CC#N.C(OCC)(=O)C.C1C=CC(N=NC2C=CC(N)=NC=2N)=CC=1.Cl.[Cr](F)([O-])(=O)=O. The product is [CH2:20]([O:19][C:17]([C:15]1[CH:14]=[C:13]([O:22][C:23]2[CH:28]=[CH:27][C:26]([S:29]([CH3:32])(=[O:31])=[O:30])=[CH:25][CH:24]=2)[C:11]2[CH:12]=[C:8]([C:6]([OH:2])=[O:7])[O:9][C:10]=2[CH:16]=1)=[O:18])[CH3:21]. The yield is 0.950. (2) The reactants are [C:1]([BH3-])#[N:2].[Na+].N[C:6]1[CH:7]=[C:8]2[CH2:16][C@H:15]([C:17]3[CH:22]=[CH:21][CH:20]=[C:19]([F:23])[C:18]=3[F:24])[CH2:14][CH2:13][C@@H:12]([OH:25])[C:9]2=[N:10][CH:11]=1.C=O.[C:28](O)(=O)C. The catalyst is C(#N)C. The product is [F:24][C:18]1[C:19]([F:23])=[CH:20][CH:21]=[CH:22][C:17]=1[C@@H:15]1[CH2:14][CH2:13][C@@H:12]([OH:25])[C:9]2=[N:10][CH:11]=[C:6]([N:2]([CH3:1])[CH3:28])[CH:7]=[C:8]2[CH2:16]1. The yield is 0.450. (3) The reactants are [N:1]12[CH2:8][CH2:7][C:4]([C:9]([C:17]3[CH:22]=[CH:21][CH:20]=[CH:19][CH:18]=3)([C:11]3[CH:16]=[CH:15][CH:14]=[CH:13][CH:12]=3)[OH:10])([CH2:5][CH2:6]1)[CH2:3][CH2:2]2.[C:23]1([CH2:29][O:30][CH2:31][CH2:32][CH2:33][CH2:34][Br:35])[CH:28]=[CH:27][CH:26]=[CH:25][CH:24]=1. The catalyst is CC#N. The product is [Br-:35].[OH:10][C:9]([C:17]1[CH:22]=[CH:21][CH:20]=[CH:19][CH:18]=1)([C:11]1[CH:12]=[CH:13][CH:14]=[CH:15][CH:16]=1)[C:4]12[CH2:5][CH2:6][N+:1]([CH2:34][CH2:33][CH2:32][CH2:31][O:30][CH2:29][C:23]3[CH:28]=[CH:27][CH:26]=[CH:25][CH:24]=3)([CH2:2][CH2:3]1)[CH2:8][CH2:7]2. The yield is 0.483. (4) The reactants are [F:1][C:2]1[CH:3]=[C:4]([C:9](=O)[CH2:10][C:11]2[CH:16]=[CH:15][CH:14]=[CH:13][CH:12]=2)[CH:5]=[CH:6][C:7]=1[F:8].[CH2:18]([O:20][C:21]1[CH:22]=[C:23]([CH:26]=[C:27]([N+:30]([O-:32])=[O:31])[C:28]=1[OH:29])[CH:24]=O)[CH3:19].[NH2:33][C:34]([NH2:36])=[O:35].Cl. The catalyst is C(O)C. The product is [F:1][C:2]1[CH:3]=[C:4]([C:9]2[NH:36][C:34](=[O:35])[NH:33][CH:24]([C:23]3[CH:26]=[C:27]([N+:30]([O-:32])=[O:31])[C:28]([OH:29])=[C:21]([O:20][CH2:18][CH3:19])[CH:22]=3)[C:10]=2[C:11]2[CH:16]=[CH:15][CH:14]=[CH:13][CH:12]=2)[CH:5]=[CH:6][C:7]=1[F:8]. The yield is 0.145. (5) The reactants are [NH2:1][CH2:2][CH:3]([C:10]1([OH:32])[CH2:15][CH2:14][N:13]([C:16]([C:18]2[CH:23]=[C:22]([C:24]([F:27])([F:26])[F:25])[CH:21]=[C:20]([C:28]([F:31])([F:30])[F:29])[CH:19]=2)=[O:17])[CH2:12][CH2:11]1)[C:4]1[CH:9]=[CH:8][CH:7]=[CH:6][CH:5]=1.[CH3:33][N:34]1[CH2:39][CH2:38][C:37](=O)[CH2:36][CH2:35]1.[O:41]1CCC[CH2:42]1.C(O[BH-](OC(=O)C)OC(=O)C)(=O)C.[Na+].C(=O)([O-])O.[Na+].C(N1C=CN=C1)(N1C=CN=C1)=O. The catalyst is O. The product is [F:31][C:28]([F:29])([F:30])[C:20]1[CH:19]=[C:18]([CH:23]=[C:22]([C:24]([F:25])([F:26])[F:27])[CH:21]=1)[C:16]([N:13]1[CH2:14][CH2:15][C:10]2([O:32][C:42](=[O:41])[N:1]([CH:37]3[CH2:38][CH2:39][N:34]([CH3:33])[CH2:35][CH2:36]3)[CH2:2][CH:3]2[C:4]2[CH:5]=[CH:6][CH:7]=[CH:8][CH:9]=2)[CH2:11][CH2:12]1)=[O:17]. The yield is 0.660. (6) The product is [Br:11][C:12]1[C:13]([F:22])=[C:14]2[C:20]([NH:21][C:6](=[O:7])[C:5]([OH:4])([CH3:9])[CH3:10])=[CH:19][NH:18][C:15]2=[N:16][CH:17]=1. The yield is 0.840. The catalyst is ClCCl. The reactants are C([O:4][C:5]([CH3:10])([CH3:9])[C:6](Cl)=[O:7])(=O)C.[Br:11][C:12]1[C:13]([F:22])=[C:14]2[C:20]([NH2:21])=[CH:19][NH:18][C:15]2=[N:16][CH:17]=1.C(N(CC)CC)C.